This data is from Catalyst prediction with 721,799 reactions and 888 catalyst types from USPTO. The task is: Predict which catalyst facilitates the given reaction. (1) Reactant: [CH3:1][N:2]1[CH2:7][CH2:6][N:5]([C:8]2[N:13]=[N:12][C:11]([C:14](N)=[O:15])=[CH:10][CH:9]=2)[CH2:4][CH2:3]1.[OH-].[Na+].C([O-])(O)=[O:20].[Na+]. Product: [CH3:1][N:2]1[CH2:3][CH2:4][N:5]([C:8]2[N:13]=[N:12][C:11]([C:14]([OH:15])=[O:20])=[CH:10][CH:9]=2)[CH2:6][CH2:7]1. The catalyst class is: 33. (2) Reactant: C(O)(C(F)(F)F)=O.[O:8]=[C:9]1[CH2:14][CH2:13][CH2:12][C@H:11]([C@H:15]([NH:23][C:24]([C:26]2[C:35]([NH:36][C:37]([NH:39][C:40]3[C:45]([CH3:46])=[CH:44][C:43]([CH3:47])=[CH:42][C:41]=3[CH3:48])=[O:38])=[CH:34][C:33]3[C:28](=[CH:29][CH:30]=[CH:31][CH:32]=3)[CH:27]=2)=[O:25])[C:16]([O:18]C(C)(C)C)=[O:17])[CH2:10]1.CCOCC.CCCCCC. Product: [O:8]=[C:9]1[CH2:14][CH2:13][CH2:12][C@H:11]([C@H:15]([NH:23][C:24]([C:26]2[C:35]([NH:36][C:37]([NH:39][C:40]3[C:45]([CH3:46])=[CH:44][C:43]([CH3:47])=[CH:42][C:41]=3[CH3:48])=[O:38])=[CH:34][C:33]3[C:28](=[CH:29][CH:30]=[CH:31][CH:32]=3)[CH:27]=2)=[O:25])[C:16]([OH:18])=[O:17])[CH2:10]1. The catalyst class is: 61. (3) Reactant: [O:1]=[C:2]1[C:7]2=[C:8]([C:11]#[C:12][Si](C)(C)C)[CH:9]=[CH:10][N:6]2[N:5]=[C:4]([C@@H:17]2[CH2:20][CH2:19][N:18]2[C:21]2[C:22]3[C:29]([C:30]#[N:31])=[CH:28][NH:27][C:23]=3[N:24]=[CH:25][N:26]=2)[N:3]1[C:32]1[CH:37]=[CH:36][CH:35]=[CH:34][CH:33]=1.CCCC[N+](CCCC)(CCCC)CCCC.[F-].C1COCC1. Product: [C:11]([C:8]1[CH:9]=[CH:10][N:6]2[C:7]=1[C:2](=[O:1])[N:3]([C:32]1[CH:37]=[CH:36][CH:35]=[CH:34][CH:33]=1)[C:4]([C@@H:17]1[CH2:20][CH2:19][N:18]1[C:21]1[C:22]3[C:29]([C:30]#[N:31])=[CH:28][NH:27][C:23]=3[N:24]=[CH:25][N:26]=1)=[N:5]2)#[CH:12]. The catalyst class is: 18. (4) Reactant: Cl.[CH:2]1([N:5]([CH:19]2[CH2:24][CH2:23][NH:22][CH2:21][CH2:20]2)[C:6](=[O:18])[C:7]2[CH:12]=[CH:11][C:10]([C:13]3[O:17][CH:16]=[N:15][CH:14]=3)=[CH:9][CH:8]=2)[CH2:4][CH2:3]1.Cl[C:26]1[N:31]=[CH:30][C:29]([O:32][CH2:33][CH3:34])=[CH:28][N:27]=1. Product: [CH:2]1([N:5]([CH:19]2[CH2:24][CH2:23][N:22]([C:26]3[N:31]=[CH:30][C:29]([O:32][CH2:33][CH3:34])=[CH:28][N:27]=3)[CH2:21][CH2:20]2)[C:6](=[O:18])[C:7]2[CH:8]=[CH:9][C:10]([C:13]3[O:17][CH:16]=[N:15][CH:14]=3)=[CH:11][CH:12]=2)[CH2:4][CH2:3]1. The catalyst class is: 60. (5) Reactant: [NH:1]1[CH2:6][CH2:5][CH2:4][C@@H:3]([NH:7][C:8](=[O:14])[O:9][C:10]([CH3:13])([CH3:12])[CH3:11])[CH2:2]1.Br[CH:16]([C:21]1[C:26]([F:27])=[CH:25][CH:24]=[CH:23][C:22]=1[F:28])[C:17]([O:19][CH3:20])=[O:18].CCN(C(C)C)C(C)C. Product: [C:10]([O:9][C:8]([NH:7][C@@H:3]1[CH2:4][CH2:5][CH2:6][N:1]([C@@H:16]([C:21]2[C:22]([F:28])=[CH:23][CH:24]=[CH:25][C:26]=2[F:27])[C:17]([O:19][CH3:20])=[O:18])[CH2:2]1)=[O:14])([CH3:11])([CH3:13])[CH3:12].[C:10]([O:9][C:8]([NH:7][C@@H:3]1[CH2:4][CH2:5][CH2:6][N:1]([C@H:16]([C:21]2[C:22]([F:28])=[CH:23][CH:24]=[CH:25][C:26]=2[F:27])[C:17]([O:19][CH3:20])=[O:18])[CH2:2]1)=[O:14])([CH3:11])([CH3:13])[CH3:12]. The catalyst class is: 23. (6) Reactant: O[C:2]([C:13]1([C:16]([F:19])([F:18])[F:17])[CH2:15][CH2:14]1)=[C:3]1[C:8](=[O:9])[O:7][C:6]([CH3:11])([CH3:10])[O:5][C:4]1=[O:12].C(O)(=O)C.[BH4-].[Na+]. Product: [CH3:10][C:6]1([CH3:11])[O:5][C:4](=[O:12])[CH:3]([CH2:2][C:13]2([C:16]([F:19])([F:17])[F:18])[CH2:14][CH2:15]2)[C:8](=[O:9])[O:7]1. The catalyst class is: 4. (7) Product: [N+:10]([C:13]1[CH:20]=[CH:19][C:16]([C:17]2[S:9][C:3]3[CH:4]=[C:5]([F:8])[CH:6]=[CH:7][C:2]=3[N:1]=2)=[CH:15][CH:14]=1)([O-:12])=[O:11]. Reactant: [NH2:1][C:2]1[CH:7]=[CH:6][C:5]([F:8])=[CH:4][C:3]=1[SH:9].[N+:10]([C:13]1[CH:20]=[CH:19][C:16]([CH:17]=O)=[CH:15][CH:14]=1)([O-:12])=[O:11]. The catalyst class is: 16. (8) Reactant: C([O:3][C:4](=[O:33])[CH2:5][O:6][C:7]1[CH:8]=[CH:9][C:10]2[CH2:16][CH2:15][CH2:14][CH:13]([N:17]([C:25]([O:27][C:28]([CH3:31])([CH3:30])[CH3:29])=[O:26])[CH2:18][C:19]3[CH:24]=[CH:23][CH:22]=[CH:21][CH:20]=3)[CH2:12][C:11]=2[CH:32]=1)C.[OH-].[Na+:35]. Product: [CH2:18]([N:17]([C:25]([O:27][C:28]([CH3:31])([CH3:30])[CH3:29])=[O:26])[CH:13]1[CH2:12][C:11]2[CH:32]=[C:7]([O:6][CH2:5][C:4]([O-:33])=[O:3])[CH:8]=[CH:9][C:10]=2[CH2:16][CH2:15][CH2:14]1)[C:19]1[CH:24]=[CH:23][CH:22]=[CH:21][CH:20]=1.[Na+:35]. The catalyst class is: 8. (9) Reactant: Br[C:2]1[N:7]=[CH:6][C:5]([CH:8]2[C:17]3[C:12](=[CH:13][C:14]([O:18][CH2:19][CH2:20][CH2:21][N:22]4[CH2:27][CH2:26][CH:25]([F:28])[CH2:24][CH2:23]4)=[CH:15][CH:16]=3)[CH2:11][N:10]([CH3:29])[CH2:9]2)=[CH:4][CH:3]=1.[NH:30]([CH2:34]CO)[CH2:31]CO. Product: [F:28][CH:25]1[CH2:26][CH2:27][N:22]([CH2:21][CH2:20][CH2:19][O:18][C:14]2[CH:13]=[C:12]3[C:17]([CH:8]([C:5]4[CH:4]=[CH:3][C:2]([N:30]([CH3:34])[CH3:31])=[N:7][CH:6]=4)[CH2:9][N:10]([CH3:29])[CH2:11]3)=[CH:16][CH:15]=2)[CH2:23][CH2:24]1. The catalyst class is: 18.